Predict the reactants needed to synthesize the given product. From a dataset of Full USPTO retrosynthesis dataset with 1.9M reactions from patents (1976-2016). (1) Given the product [CH3:1][O:2][C:3]([C:5]1[CH:15]=[C:14]([O:16][C:38]2[CH:39]=[CH:40][C:35]([C:34]([O:33][C:29]([CH3:32])([CH3:31])[CH3:30])=[O:43])=[C:36]([F:42])[CH:37]=2)[C:8]2[CH2:9][C:10]([CH3:13])([CH3:12])[O:11][C:7]=2[CH:6]=1)=[O:4], predict the reactants needed to synthesize it. The reactants are: [CH3:1][O:2][C:3]([C:5]1[CH:15]=[C:14]([O:16]C2C=CC(C(N3CCC3)=O)=CC=2)[C:8]2[CH2:9][C:10]([CH3:13])([CH3:12])[O:11][C:7]=2[CH:6]=1)=[O:4].[C:29]([O:33][C:34](=[O:43])[C:35]1[CH:40]=[CH:39][C:38](Br)=[CH:37][C:36]=1[F:42])([CH3:32])([CH3:31])[CH3:30].COC(C1C=C(O)C2CC(C)(C)OC=2C=1)=O. (2) The reactants are: [O:1]=[S:2]1(=[O:20])[CH2:5][C:4]2([CH2:8][CH:7]([NH:9]C(=O)OCC3C=CC=CC=3)[CH2:6]2)[CH2:3]1.B(Cl)(Cl)Cl.CC1C=CC(C)=CC=1. Given the product [CH2:3]1[C:4]2([CH2:8][CH:7]([NH2:9])[CH2:6]2)[CH2:5][S:2]1(=[O:20])=[O:1], predict the reactants needed to synthesize it. (3) Given the product [C:1]([O:5][C:6](=[O:20])[CH2:7][O:8][C:9]1[C:18]2[CH2:17][CH2:16][CH2:15][C@@H:14]([N:35]=[N+:36]=[N-:37])[C:13]=2[CH:12]=[CH:11][CH:10]=1)([CH3:4])([CH3:3])[CH3:2], predict the reactants needed to synthesize it. The reactants are: [C:1]([O:5][C:6](=[O:20])[CH2:7][O:8][C:9]1[C:18]2[CH2:17][CH2:16][CH2:15][C@H:14](O)[C:13]=2[CH:12]=[CH:11][CH:10]=1)([CH3:4])([CH3:3])[CH3:2].C1(P([N:35]=[N+:36]=[N-:37])(C2C=CC=CC=2)=O)C=CC=CC=1.N12CCCN=C1CCCCC2. (4) Given the product [CH3:15][S:12]([N:7]1[CH2:6][CH2:5][C:4]2[C:9](=[CH:10][CH:11]=[C:2]([C:21]3[CH:22]=[C:17]([OH:16])[CH:18]=[CH:19][CH:20]=3)[CH:3]=2)[CH2:8]1)(=[O:14])=[O:13], predict the reactants needed to synthesize it. The reactants are: Br[C:2]1[CH:3]=[C:4]2[C:9](=[CH:10][CH:11]=1)[CH2:8][N:7]([S:12]([CH3:15])(=[O:14])=[O:13])[CH2:6][CH2:5]2.[OH:16][C:17]1[CH:18]=[C:19](B(O)O)[CH:20]=[CH:21][CH:22]=1.CCO.C([O-])([O-])=O.[Cs+].[Cs+]. (5) Given the product [NH2:1][C:2]1[C:3]([Cl:15])=[CH:4][C:5]([N:10]([CH3:11])[CH2:12][CH2:13][NH:14][C:21](=[O:22])[O:20][C:17]([CH3:19])([CH3:18])[CH3:16])=[C:6]([C:7]#[N:8])[CH:9]=1, predict the reactants needed to synthesize it. The reactants are: [NH2:1][C:2]1[C:3]([Cl:15])=[CH:4][C:5]([N:10]([CH2:12][CH2:13][NH2:14])[CH3:11])=[C:6]([CH:9]=1)[C:7]#[N:8].[CH3:16][C:17]([O:20][C:21](O[C:21]([O:20][C:17]([CH3:19])([CH3:18])[CH3:16])=[O:22])=[O:22])([CH3:19])[CH3:18]. (6) Given the product [C:14]([C:2]1[C:11]2[C:6](=[CH:7][CH:8]=[C:9]([CH3:12])[CH:10]=2)[N:5]=[C:4]([CH3:13])[CH:3]=1)#[N:15], predict the reactants needed to synthesize it. The reactants are: Br[C:2]1[C:11]2[C:6](=[CH:7][CH:8]=[C:9]([CH3:12])[CH:10]=2)[N:5]=[C:4]([CH3:13])[CH:3]=1.[C:14]([Cu])#[N:15].